Dataset: NCI-60 drug combinations with 297,098 pairs across 59 cell lines. Task: Regression. Given two drug SMILES strings and cell line genomic features, predict the synergy score measuring deviation from expected non-interaction effect. (1) Drug 1: CC1=C(C=C(C=C1)NC2=NC=CC(=N2)N(C)C3=CC4=NN(C(=C4C=C3)C)C)S(=O)(=O)N.Cl. Drug 2: N.N.Cl[Pt+2]Cl. Cell line: HL-60(TB). Synergy scores: CSS=-3.69, Synergy_ZIP=19.6, Synergy_Bliss=22.1, Synergy_Loewe=-2.59, Synergy_HSA=-1.18. (2) Drug 1: C1CC(=O)NC(=O)C1N2CC3=C(C2=O)C=CC=C3N. Drug 2: C1=NC(=NC(=O)N1C2C(C(C(O2)CO)O)O)N. Cell line: OVCAR-4. Synergy scores: CSS=2.84, Synergy_ZIP=-1.41, Synergy_Bliss=-0.451, Synergy_Loewe=-7.37, Synergy_HSA=-1.29. (3) Drug 1: CCCS(=O)(=O)NC1=C(C(=C(C=C1)F)C(=O)C2=CNC3=C2C=C(C=N3)C4=CC=C(C=C4)Cl)F. Drug 2: C1=CN(C=N1)CC(O)(P(=O)(O)O)P(=O)(O)O. Cell line: SF-295. Synergy scores: CSS=6.23, Synergy_ZIP=1.19, Synergy_Bliss=3.27, Synergy_Loewe=3.47, Synergy_HSA=3.65. (4) Drug 1: C1=C(C(=O)NC(=O)N1)N(CCCl)CCCl. Drug 2: CC1C(C(=O)NC(C(=O)N2CCCC2C(=O)N(CC(=O)N(C(C(=O)O1)C(C)C)C)C)C(C)C)NC(=O)C3=C4C(=C(C=C3)C)OC5=C(C(=O)C(=C(C5=N4)C(=O)NC6C(OC(=O)C(N(C(=O)CN(C(=O)C7CCCN7C(=O)C(NC6=O)C(C)C)C)C)C(C)C)C)N)C. Cell line: COLO 205. Synergy scores: CSS=31.7, Synergy_ZIP=4.75, Synergy_Bliss=8.33, Synergy_Loewe=8.06, Synergy_HSA=8.07. (5) Drug 1: C1=CN(C=N1)CC(O)(P(=O)(O)O)P(=O)(O)O. Drug 2: CCC1(C2=C(COC1=O)C(=O)N3CC4=CC5=C(C=CC(=C5CN(C)C)O)N=C4C3=C2)O.Cl. Cell line: KM12. Synergy scores: CSS=21.1, Synergy_ZIP=-4.24, Synergy_Bliss=-0.685, Synergy_Loewe=-15.0, Synergy_HSA=-2.76. (6) Drug 1: CC1=C(C(CCC1)(C)C)C=CC(=CC=CC(=CC(=O)O)C)C. Drug 2: C1=NC(=NC(=O)N1C2C(C(C(O2)CO)O)O)N. Cell line: HCT-15. Synergy scores: CSS=14.3, Synergy_ZIP=-6.41, Synergy_Bliss=1.54, Synergy_Loewe=-12.4, Synergy_HSA=0.0224. (7) Drug 1: C1=NC(=NC(=O)N1C2C(C(C(O2)CO)O)O)N. Drug 2: CNC(=O)C1=NC=CC(=C1)OC2=CC=C(C=C2)NC(=O)NC3=CC(=C(C=C3)Cl)C(F)(F)F. Cell line: SK-MEL-2. Synergy scores: CSS=15.5, Synergy_ZIP=-11.4, Synergy_Bliss=-12.5, Synergy_Loewe=-26.8, Synergy_HSA=-12.2.